This data is from Full USPTO retrosynthesis dataset with 1.9M reactions from patents (1976-2016). The task is: Predict the reactants needed to synthesize the given product. (1) Given the product [OH:7][C:2]([CH3:6])([CH3:1])[CH2:3][CH2:4][O:5][S:21]([C:18]1[CH:19]=[CH:20][C:15]([CH3:14])=[CH:16][CH:17]=1)(=[O:23])=[O:22], predict the reactants needed to synthesize it. The reactants are: [CH3:1][C:2]([OH:7])([CH3:6])[CH2:3][CH2:4][OH:5].N1C=CC=CC=1.[CH3:14][C:15]1[CH:20]=[CH:19][C:18]([S:21](Cl)(=[O:23])=[O:22])=[CH:17][CH:16]=1.Cl. (2) Given the product [Cl:29][C:30]1[N:31]=[N:32][C:33]([O:1][C:2]2[CH:28]=[CH:27][CH:26]=[CH:25][C:3]=2[CH2:4][NH:5][C:6]([NH:8][C:9]2[N:13]([C:14]3[CH:19]=[CH:18][C:17]([CH3:20])=[CH:16][CH:15]=3)[N:12]=[C:11]([C:21]([CH3:23])([CH3:24])[CH3:22])[CH:10]=2)=[O:7])=[CH:34][CH:35]=1, predict the reactants needed to synthesize it. The reactants are: [OH:1][C:2]1[CH:28]=[CH:27][CH:26]=[CH:25][C:3]=1[CH2:4][NH:5][C:6]([NH:8][C:9]1[N:13]([C:14]2[CH:19]=[CH:18][C:17]([CH3:20])=[CH:16][CH:15]=2)[N:12]=[C:11]([C:21]([CH3:24])([CH3:23])[CH3:22])[CH:10]=1)=[O:7].[Cl:29][C:30]1[N:31]=[N:32][C:33](Cl)=[CH:34][CH:35]=1.C(=O)([O-])[O-].[K+].[K+].C(O)(=O)CC(CC(O)=O)(C(O)=O)O. (3) Given the product [N+:31]([C:26]1[CH:25]([CH2:34][N:16]2[CH2:15][CH2:14][N:13]([CH2:12][C:9]3[CH:10]=[CH:11][C:6]([N:1]4[CH:5]=[CH:4][N:3]=[CH:2]4)=[CH:7][CH:8]=3)[CH2:18][CH2:17]2)[CH:23]2[CH2:24][C:20]([CH3:19])([CH3:36])[O:21][C:22]2=[C:28]([CH3:29])[C:27]=1[CH3:30])([O-:33])=[O:32], predict the reactants needed to synthesize it. The reactants are: [N:1]1([C:6]2[CH:11]=[CH:10][C:9]([CH2:12][N:13]3[CH2:18][CH2:17][NH:16][CH2:15][CH2:14]3)=[CH:8][CH:7]=2)[CH:5]=[CH:4][N:3]=[CH:2]1.[CH3:19][C:20]1([CH3:36])[CH2:24][CH:23]2[CH:25]([CH:34]=O)[C:26]([N+:31]([O-:33])=[O:32])=[C:27]([CH3:30])[C:28]([CH3:29])=[C:22]2[O:21]1.C(O[BH-](OC(=O)C)OC(=O)C)(=O)C.[Na+].[OH-].[Na+].